Dataset: Catalyst prediction with 721,799 reactions and 888 catalyst types from USPTO. Task: Predict which catalyst facilitates the given reaction. (1) Reactant: [O:1]=[C:2]1[NH:6][CH2:5][CH2:4][N:3]1[CH2:7][CH2:8][NH:9][C:10]([N:12]1C=CN=C1)=[O:11].[NH:17]([C:19]([O:21][CH2:22][CH3:23])=[O:20])N. Product: [O:1]=[C:2]1[NH:6][CH2:5][CH2:4][N:3]1[CH2:7][CH2:8][NH:9][C:10]([NH:12][NH:17][C:19]([O:21][CH2:22][CH3:23])=[O:20])=[O:11]. The catalyst class is: 10. (2) Reactant: F[B-](F)(F)F.C[O+:7]([CH3:9])[CH3:8].CN(C1C2C(N(C)C)=CC=CC=2C=CC=1)C.[C:26]([O:32][CH2:33][C@@H:34]([C:48]([O:50][C:51]([CH3:54])([CH3:53])[CH3:52])=[O:49])[C@@H:35]([C:38]1[CH:43]=[CH:42][C:41]([C:44]([F:47])([F:46])[F:45])=[CH:40][CH:39]=1)CO)(=[O:31])[C:27]([CH3:30])([CH3:29])[CH3:28]. Product: [C:26]([O:32][CH2:33][C@@H:34]([C:48]([O:50][C:51]([CH3:54])([CH3:53])[CH3:52])=[O:49])[C@@H:35]([C:38]1[CH:39]=[CH:40][C:41]([C:44]([F:47])([F:46])[F:45])=[CH:42][CH:43]=1)[CH2:8][O:7][CH3:9])(=[O:31])[C:27]([CH3:28])([CH3:30])[CH3:29]. The catalyst class is: 2. (3) Reactant: [Cl:1][C:2]1[CH:10]=[C:9]2[C:5]([CH2:6][CH:7]([CH2:12][CH2:13][F:14])[C:8]2=[O:11])=[CH:4][C:3]=1[O:15][CH3:16].C=C[C@@H]1[C@@H]2[CH2:25][C@H:26]([C@@H:27]([OH:38])[C:28]3C4C(=CC=CC=4)N=CC=3)[N+](CC3C=CC(C(F)(F)F)=CC=3)(CC2)C1.[Br-].C(C(C)=O)=C.[OH-].[K+]. Product: [Cl:1][C:2]1[CH:10]=[C:9]2[C:5]([CH2:6][C:7]([CH2:12][CH2:13][F:14])([CH2:25][CH2:26][C:27](=[O:38])[CH3:28])[C:8]2=[O:11])=[CH:4][C:3]=1[O:15][CH3:16]. The catalyst class is: 451.